This data is from Forward reaction prediction with 1.9M reactions from USPTO patents (1976-2016). The task is: Predict the product of the given reaction. Given the reactants [CH3:1][N:2]1[CH:6]=[C:5]([S:7]([N:10]2[CH:14]=[CH:13][C:12](/[CH:15]=[CH:16]/[C:17]([NH:19][O:20]C3CCCCO3)=[O:18])=[CH:11]2)(=[O:9])=[O:8])[N:4]=[C:3]1[CH3:27].Cl, predict the reaction product. The product is: [CH3:1][N:2]1[CH:6]=[C:5]([S:7]([N:10]2[CH:14]=[CH:13][C:12](/[CH:15]=[CH:16]/[C:17]([NH:19][OH:20])=[O:18])=[CH:11]2)(=[O:8])=[O:9])[N:4]=[C:3]1[CH3:27].